Dataset: Drug-target binding data from BindingDB using IC50 measurements. Task: Regression. Given a target protein amino acid sequence and a drug SMILES string, predict the binding affinity score between them. We predict pIC50 (pIC50 = -log10(IC50 in M); higher means more potent). Dataset: bindingdb_ic50. (1) The small molecule is Cc1noc(-c2cc3cc(-c4nc(C(=O)NCc5ccccn5)[nH]c4C)ccc3[nH]2)n1. The target protein (P33435) has sequence MHSAILATFFLLSWTPCWSLPLPYGDDDDDDLSEEDLVFAEHYLKSYYHPATLAGILKKSTVTSTVDRLREMQSFFGLEVTGKLDDPTLDIMRKPRCGVPDVGEYNVFPRTLKWSQTNLTYRIVNYTPDMSHSEVEKAFRKAFKVWSDVTPLNFTRIYDGTADIMISFGTKEHGDFYPFDGPSGLLAHAFPPGPNYGGDAHFDDDETWTSSSKGYNLFIVAAHELGHSLGLDHSKDPGALMFPIYTYTGKSHFMLPDDDVQGIQFLYGPGDEDPNPKHPKTPEKCDPALSLDAITSLRGETMIFKDRFFWRLHPQQVEAELFLTKSFWPELPNHVDAAYEHPSRDLMFIFRGRKFWALNGYDILEGYPRKISDLGFPKEVKRLSAAVHFENTGKTLFFSENHVWSYDDVNQTMDKDYPRLIEEEFPGIGNKVDAVYEKNGYIYFFNGPIQFEYSIWSNRIVRVMPTNSILWC. The pIC50 is 8.5. (2) The compound is COc1ccc(C(=O)ONC(=O)CNC(=O)C(Cc2ccccc2)NC(=O)OCc2ccccc2)cc1. The target protein sequence is MWTALPLLCAGAWLLSAGATAELTVNAIEKFHFTSWMKQHQKTYSSREYSHRLQVFANNWRKIQAHNQRNHTFKMGLNQFSDMSFAEIKHKYLWSEPQNCSATKSNYLRGTGPYPSSMDWRKKGNVVSPVKNQGACGSCWTFSTTGALESAVAIASGKMMTLAEQQLVDCAQNFNNHGCQGGLPSQAFEYILYNKGIMGEDSYPYIGKNGQCKFNPEKAVAFVKNVVNITLNDEAAMVEAVALYNPVSFAFEVTEDFMMYKSGVYSSNSCHKTPDKVNHAVLAVGYGEQNGLLYWIVKNSWGSNWGNNGYFLIERGKNMCGLAACASYPIPQV. The pIC50 is 5.2. (3) The small molecule is CNCCONC(=O)c1ccc(F)c(F)c1Nc1ccc(I)cc1F. The pIC50 is 7.7. The target protein (P31938) has sequence MPKKKPTPIQLNPAPDGSAVNGTSSAETNLEALQKKLEELELDEQQRKRLEAFLTQKQKVGELKDDDFEKISELGAGNGGVVFKVSHKPSGLVMARKLIHLEIKPAIRNQIIRELQVLHECNSPYIVGFYGAFYSDGEISICMEHMDGGSLDQVLKKAGRIPEQILGKVSIAVIKGLTYLREKHKIMHRDVKPSNILVNSRGEIKLCDFGVSGQLIDSMANSFVGTRSYMSPERLQGTHYSVQSDIWSMGLSLVEMAVGRYPIPPPDAKELELLFGCHVEGDAAETPPRPRTPGRPLSSYGMDSRPPMAIFELLDYIVNEPPPKLPSGVFSLEFQDFVNKCLIKNPAERADLKQLMVHAFIKRSDAEEVDFAGWLCSTIGLNQPSTPTHAASI.